This data is from Catalyst prediction with 721,799 reactions and 888 catalyst types from USPTO. The task is: Predict which catalyst facilitates the given reaction. (1) Reactant: [Br:1][C:2]1[C:15]2[C:14](=[O:16])[C:13]3[C:8](=[CH:9][CH:10]=[CH:11][CH:12]=3)[C:7](=[O:17])[C:6]=2[CH:5]=[CH:4][CH:3]=1.[C:18]1([Li])[CH:23]=[CH:22][CH:21]=[CH:20][CH:19]=1. Product: [Br:1][C:2]1[C:15]2[C:14]([C:18]3[CH:23]=[CH:22][CH:21]=[CH:20][CH:19]=3)([OH:16])[C:13]3[C:8](=[CH:9][CH:10]=[CH:11][CH:12]=3)[C:7]([C:2]3[CH:15]=[CH:6][CH:5]=[CH:4][CH:3]=3)([OH:17])[C:6]=2[CH:5]=[CH:4][CH:3]=1. The catalyst class is: 7. (2) Reactant: [Cl:1][C:2]1[S:6][C:5]([C:7](=O)[CH2:8][CH2:9][C:10](=O)[CH:11]([C:19]2[CH:24]=[CH:23][C:22]([S:25][CH3:26])=[CH:21][N:20]=2)[CH2:12][CH:13]2[CH2:18][CH2:17][O:16][CH2:15][CH2:14]2)=[N:4][CH:3]=1.C([O-])(=O)C.[NH4+:33].C(=O)([O-])O.[Na+]. Product: [Cl:1][C:2]1[S:6][C:5]([C:7]2[NH:33][C:10]([CH:11]([C:19]3[CH:24]=[CH:23][C:22]([S:25][CH3:26])=[CH:21][N:20]=3)[CH2:12][CH:13]3[CH2:18][CH2:17][O:16][CH2:15][CH2:14]3)=[CH:9][CH:8]=2)=[N:4][CH:3]=1. The catalyst class is: 342. (3) Reactant: Cl[C:2]1[N:7]=[CH:6][C:5]([C:8]2[NH:12][C:11]3[CH:13]=[CH:14][CH:15]=[CH:16][C:10]=3[N:9]=2)=[CH:4][CH:3]=1.[NH:17]1[CH2:22][CH2:21][NH:20][CH2:19][CH2:18]1. Product: [N:17]1([C:2]2[N:7]=[CH:6][C:5]([C:8]3[NH:12][C:11]4[CH:13]=[CH:14][CH:15]=[CH:16][C:10]=4[N:9]=3)=[CH:4][CH:3]=2)[CH2:22][CH2:21][NH:20][CH2:19][CH2:18]1. The catalyst class is: 60.